This data is from Full USPTO retrosynthesis dataset with 1.9M reactions from patents (1976-2016). The task is: Predict the reactants needed to synthesize the given product. (1) Given the product [C:17]([C:14]1[CH:15]=[C:16]2[C:11](=[CH:12][C:13]=1[O:19][CH2:20][CH2:21][O:22][CH3:23])[N:10]=[CH:9][CH:8]=[C:7]2[O:6][C:5]1[CH:4]=[CH:3][C:2]([NH:1][C:33]([NH:32][C:30]2[O:29][N:28]=[C:27]([CH3:26])[CH:31]=2)=[O:34])=[CH:25][CH:24]=1)#[N:18], predict the reactants needed to synthesize it. The reactants are: [NH2:1][C:2]1[CH:25]=[CH:24][C:5]([O:6][C:7]2[C:16]3[C:11](=[CH:12][C:13]([O:19][CH2:20][CH2:21][O:22][CH3:23])=[C:14]([C:17]#[N:18])[CH:15]=3)[N:10]=[CH:9][CH:8]=2)=[CH:4][CH:3]=1.[CH3:26][C:27]1[CH:31]=[C:30]([NH:32][C:33](=O)[O:34]C2C=CC=CC=2)[O:29][N:28]=1.C(N(C(C)C)CC)(C)C. (2) Given the product [ClH:4].[CH3:1][O:10][C:9](=[O:11])[C:8]1[CH:12]=[CH:13][C:14]([OH:15])=[C:6]([NH2:5])[CH:7]=1, predict the reactants needed to synthesize it. The reactants are: [C:1]([Cl:4])(=O)C.[NH2:5][C:6]1[CH:7]=[C:8]([CH:12]=[CH:13][C:14]=1[OH:15])[C:9]([OH:11])=[O:10]. (3) Given the product [ClH:30].[C:21]1([S:27]([N:8]2[CH2:9][CH2:10][NH:11][CH2:12][CH2:13]2)(=[O:29])=[O:28])[CH:26]=[CH:25][CH:24]=[CH:23][CH:22]=1, predict the reactants needed to synthesize it. The reactants are: C([N:8]1[CH2:13][CH2:12][NH:11][CH2:10][CH2:9]1)(OC(C)(C)C)=O.C(N(CC)CC)C.[C:21]1([S:27]([Cl:30])(=[O:29])=[O:28])[CH:26]=[CH:25][CH:24]=[CH:23][CH:22]=1.Cl. (4) Given the product [C:52]([O:51][C:47]([NH:48][NH:49][C:13](=[O:15])[C:12]1[CH:16]=[CH:17][C:18]([N+:20]([O-:22])=[O:21])=[CH:19][C:11]=1[F:10])=[O:50])([CH3:55])([CH3:54])[CH3:53], predict the reactants needed to synthesize it. The reactants are: C(N(CC)C(C)C)(C)C.[F:10][C:11]1[CH:19]=[C:18]([N+:20]([O-:22])=[O:21])[CH:17]=[CH:16][C:12]=1[C:13]([OH:15])=O.F[P-](F)(F)(F)(F)F.N1(OC(N(C)C)=[N+](C)C)C2N=CC=CC=2N=N1.[C:47]([O:51][C:52]([CH3:55])([CH3:54])[CH3:53])(=[O:50])[NH:48][NH2:49]. (5) Given the product [CH2:1]([O:8][C:9]([N:11]1[CH2:15][CH2:14][CH2:13][C@H:12]1[C:16]1[NH:17][C:18]2[CH:24]=[C:23]([C:35]3[CH:40]=[CH:39][CH:38]=[C:37]([NH:41][C:42]([CH:44]4[CH2:46][CH2:45]4)=[O:43])[CH:36]=3)[CH:22]=[CH:21][C:19]=2[N:20]=1)=[O:10])[C:2]1[CH:3]=[CH:4][CH:5]=[CH:6][CH:7]=1, predict the reactants needed to synthesize it. The reactants are: [CH2:1]([O:8][C:9]([N:11]1[CH2:15][CH2:14][CH2:13][C@H:12]1[C:16]1[NH:20][C:19]2[CH:21]=[CH:22][C:23](B3OC(C)(C)C(C)(C)O3)=[CH:24][C:18]=2[N:17]=1)=[O:10])[C:2]1[CH:7]=[CH:6][CH:5]=[CH:4][CH:3]=1.Br[C:35]1[CH:36]=[C:37]([NH:41][C:42]([CH:44]2[CH2:46][CH2:45]2)=[O:43])[CH:38]=[CH:39][CH:40]=1.CN(C=O)C. (6) The reactants are: N12CCCN=C1CCCCC2.[CH3:12][O:13][C:14]([C:16]1[C:17]([C:23]2[CH:28]=[CH:27][C:26]([C:29]3[S:30][CH:31]=[CH:32][C:33]=3[NH:34][S:35]([CH:38]([CH3:40])[CH3:39])(=[O:37])=[O:36])=[CH:25][CH:24]=2)=[C:18]([NH2:22])[CH:19]=[CH:20][CH:21]=1)=[O:15].[CH:41]([S:44](Cl)(=[O:46])=[O:45])([CH3:43])[CH3:42]. Given the product [CH3:12][O:13][C:14]([C:16]1[C:17]([C:23]2[CH:24]=[CH:25][C:26]([C:29]3[S:30][CH:31]=[CH:32][C:33]=3[NH:34][S:35]([CH:38]([CH3:40])[CH3:39])(=[O:37])=[O:36])=[CH:27][CH:28]=2)=[C:18]([NH:22][S:44]([CH:41]([CH3:43])[CH3:42])(=[O:46])=[O:45])[CH:19]=[CH:20][CH:21]=1)=[O:15], predict the reactants needed to synthesize it.